Dataset: Reaction yield outcomes from USPTO patents with 853,638 reactions. Task: Predict the reaction yield, written as a fraction of the theoretical maximum amount of product (1.0 means a 100% yield; for example, 0.34 means a 34% yield). (1) The reactants are [C:1](/[C:3](=[C:7](\OCC)/[CH3:8])/[C:4](=[S:6])[NH2:5])#[N:2].[NH3:12]. The catalyst is CO. The product is [NH2:12]/[C:7](/[CH3:8])=[C:3](\[C:1]#[N:2])/[C:4](=[S:6])[NH2:5]. The yield is 0.630. (2) The reactants are [Cl:1][C:2]1[CH:3]=[CH:4][C:5]([NH:8][C:9]([C:11]2[CH:16]=[CH:15][CH:14]=[CH:13][C:12]=2[NH:17][C:18]([C:20]2[CH:25]=[CH:24][C:23]([C:26]3[CH:31]=[CH:30][CH:29]=[CH:28][C:27]=3[C:32]#[N:33])=[CH:22][CH:21]=2)=[O:19])=[O:10])=[N:6][CH:7]=1.[BH4-].[Na+]. The catalyst is CN(C=O)C.[Co](Cl)Cl. The product is [NH2:33][CH2:32][C:27]1[CH:28]=[CH:29][CH:30]=[CH:31][C:26]=1[C:23]1[CH:22]=[CH:21][C:20]([C:18]([NH:17][C:12]2[CH:13]=[CH:14][CH:15]=[CH:16][C:11]=2[C:9](=[O:10])[NH:8][C:5]2[CH:4]=[CH:3][C:2]([Cl:1])=[CH:7][N:6]=2)=[O:19])=[CH:25][CH:24]=1. The yield is 0.430. (3) The reactants are [Br:1][C:2]1[CH:3]=[C:4]([C:24](=[O:36])[NH:25][CH2:26][C:27]2[C:28](=[O:35])[NH:29][C:30]([CH3:34])=[CH:31][C:32]=2[CH3:33])[C:5]([CH3:23])=[C:6]([N:8]([CH3:22])[CH:9]2[CH2:14][CH2:13][N:12](C(OC(C)(C)C)=O)[CH2:11][CH2:10]2)[CH:7]=1.C(O)(C(F)(F)F)=O. The catalyst is C(Cl)Cl. The product is [Br:1][C:2]1[CH:7]=[C:6]([N:8]([CH3:22])[CH:9]2[CH2:14][CH2:13][NH:12][CH2:11][CH2:10]2)[C:5]([CH3:23])=[C:4]([CH:3]=1)[C:24]([NH:25][CH2:26][C:27]1[C:28](=[O:35])[NH:29][C:30]([CH3:34])=[CH:31][C:32]=1[CH3:33])=[O:36]. The yield is 0.850. (4) The reactants are Cl.[NH2:2][CH2:3][C:4]([CH3:7])([SH:6])[CH3:5].C(N(CC)CC)C.[CH:15]1[C:25]2[C:24]3[CH:26]=[CH:27][CH:28]=[CH:29][C:23]=3[C:22](=[O:30])[O:21][C:20](=[O:31])[C:19]=2[CH:18]=[CH:17][CH:16]=1.Cl. The catalyst is C(Cl)Cl. The product is [CH3:5][C:4]([SH:6])([CH3:7])[CH2:3][NH:2][C:22]([C:23]1[CH:29]=[CH:28][CH:27]=[CH:26][C:24]=1[C:25]1[CH:15]=[CH:16][CH:17]=[CH:18][C:19]=1[C:20]([OH:31])=[O:21])=[O:30]. The yield is 0.989. (5) The reactants are CN(C(ON1N=NC2C=CC=CC1=2)=[N+](C)C)C.F[P-](F)(F)(F)(F)F.C1C=CC2N(O)N=NC=2C=1.[CH3:35][O:36][C:37]1[CH:45]=[CH:44][CH:43]=[CH:42][C:38]=1[C:39]([OH:41])=O.CCN(C(C)C)C(C)C.O[NH:56][C:57](=[NH:71])[CH2:58][S:59][C:60]1[N:64]([CH3:65])[C:63]([C:66]2[S:67][CH:68]=[CH:69][CH:70]=2)=[N:62][N:61]=1. The catalyst is CN(C=O)C.O. The product is [CH3:35][O:36][C:37]1[CH:45]=[CH:44][CH:43]=[CH:42][C:38]=1[C:39]1[O:41][N:71]=[C:57]([CH2:58][S:59][C:60]2[N:64]([CH3:65])[C:63]([C:66]3[S:67][CH:68]=[CH:69][CH:70]=3)=[N:62][N:61]=2)[N:56]=1. The yield is 0.110. (6) The yield is 0.573. The catalyst is C(#N)C. The product is [Br:1][C:2]1[N:3]2[C:8]3[N:9]4[CH2:10][CH2:11][C:12]([CH3:38])([O:13][CH2:14][CH2:15][CH2:16][CH2:17][C@H:18]([CH3:35])[O:19][C:20]5[CH:21]=[CH:22][C:23]([F:34])=[CH:24][C:25]=5[C:26]5[CH:33]=[C:30]([C:31]=1[N:32]=[C:4]2[C:5]([Cl:50])=[C:6]([CH3:49])[C:7]=3[C@H:39]([O:44][C:45]([CH3:48])([CH3:47])[CH3:46])[C:40]([O:42][CH3:43])=[O:41])[CH:29]=[CH:28][CH:27]=5)[CH2:36][CH2:37]4. The reactants are [Br:1][C:2]1[N:3]2[C:8]3[N:9]4[CH2:37][CH2:36][C:12]([CH3:38])([O:13][CH2:14][CH2:15][CH2:16][CH2:17][C@H:18]([CH3:35])[O:19][C:20]5[CH:21]=[CH:22][C:23]([F:34])=[CH:24][C:25]=5[C:26]5[CH:33]=[C:30]([C:31]=1[N:32]=[C:4]2[CH:5]=[C:6]([CH3:49])[C:7]=3[C@H:39]([O:44][C:45]([CH3:48])([CH3:47])[CH3:46])[C:40]([O:42][CH3:43])=[O:41])[CH:29]=[CH:28][CH:27]=5)[CH2:11][CH2:10]4.[Cl:50]N1C(=O)CCC1=O.C(OCC)(=O)C. (7) The reactants are Br[CH2:2][C:3]([C:5]1[C:10]([CH3:11])=[CH:9][C:8]([O:12][CH3:13])=[CH:7][C:6]=1[CH3:14])=O.[NH2:15][C:16]([NH2:18])=[S:17]. The catalyst is CCO. The product is [CH3:13][O:12][C:8]1[CH:9]=[C:10]([CH3:11])[C:5]([C:3]2[N:15]=[C:16]([NH2:18])[S:17][CH:2]=2)=[C:6]([CH3:14])[CH:7]=1. The yield is 0.909. (8) The reactants are [C:1]([N:9]=[C:10]=[S:11])(=[O:8])[C:2]1[CH:7]=[CH:6][CH:5]=[CH:4][CH:3]=1.[Cl:12][C:13]1[CH:14]=[C:15]([CH:17]=[C:18]([Cl:20])[CH:19]=1)[NH2:16]. The catalyst is CC(C)=O. The product is [Cl:12][C:13]1[CH:14]=[C:15]([NH:16][C:10]([NH:9][C:1](=[O:8])[C:2]2[CH:7]=[CH:6][CH:5]=[CH:4][CH:3]=2)=[S:11])[CH:17]=[C:18]([Cl:20])[CH:19]=1. The yield is 0.920. (9) The reactants are [C:1]1([C:7]2[N:8]=[C:9]([C:12]3[C:16]([C:17]([O:19][CH2:20][CH3:21])=[O:18])=[CH:15][NH:14][N:13]=3)[S:10][CH:11]=2)[CH:6]=[CH:5][CH:4]=[CH:3][CH:2]=1.[H-].[Na+].Cl[CH2:25][O:26][CH2:27][CH2:28][Si:29]([CH3:32])([CH3:31])[CH3:30]. The catalyst is C1COCC1. The product is [C:1]1([C:7]2[N:8]=[C:9]([C:12]3[C:16]([C:17]([O:19][CH2:20][CH3:21])=[O:18])=[CH:15][N:14]([CH2:25][O:26][CH2:27][CH2:28][Si:29]([CH3:32])([CH3:31])[CH3:30])[N:13]=3)[S:10][CH:11]=2)[CH:2]=[CH:3][CH:4]=[CH:5][CH:6]=1. The yield is 0.820.